This data is from Forward reaction prediction with 1.9M reactions from USPTO patents (1976-2016). The task is: Predict the product of the given reaction. (1) Given the reactants [F:1][C:2]1[CH:7]=[CH:6][CH:5]=[CH:4][C:3]=1[CH2:8][CH2:9][OH:10].[CH:11]([N:14]([CH:18]([CH3:20])[CH3:19])[C:15](Cl)=[O:16])([CH3:13])[CH3:12].N1C=CC=CC=1.Cl, predict the reaction product. The product is: [CH:11]([N:14]([CH:18]([CH3:20])[CH3:19])[C:15](=[O:16])[O:10][CH2:9][CH2:8][C:3]1[CH:4]=[CH:5][CH:6]=[CH:7][C:2]=1[F:1])([CH3:13])[CH3:12]. (2) Given the reactants [CH3:1][O:2][C:3](=[O:32])[C:4](=P(C1C=CC=CC=1)(C1C=CC=CC=1)C1C=CC=CC=1)[CH2:5][C:6]([O:8][C:9]([CH3:12])([CH3:11])[CH3:10])=[O:7].[C:33]1([C:41]2[CH:46]=[CH:45][CH:44]=[CH:43][CH:42]=2)[CH:38]=[CH:37][C:36]([CH:39]=O)=[CH:35][CH:34]=1, predict the reaction product. The product is: [CH3:1][O:2][C:3](=[O:32])/[C:4](=[CH:39]\[C:36]1[CH:37]=[CH:38][C:33]([C:41]2[CH:46]=[CH:45][CH:44]=[CH:43][CH:42]=2)=[CH:34][CH:35]=1)/[CH2:5][C:6]([O:8][C:9]([CH3:11])([CH3:10])[CH3:12])=[O:7]. (3) Given the reactants [F:1][C:2]1[CH:7]=[CH:6][CH:5]=[CH:4][C:3]=1[C:8]1[N:13]=[C:12]2[C:14](I)=[CH:15][N:16]([S:17]([C:20]3[CH:26]=[CH:25][C:23]([CH3:24])=[CH:22][CH:21]=3)(=[O:19])=[O:18])[C:11]2=[CH:10][CH:9]=1.[B:28]1([B:28]2[O:32][C:31]([CH3:34])([CH3:33])[C:30]([CH3:36])([CH3:35])[O:29]2)[O:32][C:31]([CH3:34])([CH3:33])[C:30]([CH3:36])([CH3:35])[O:29]1.C([O-])(=O)C.[K+], predict the reaction product. The product is: [F:1][C:2]1[CH:7]=[CH:6][CH:5]=[CH:4][C:3]=1[C:8]1[N:13]=[C:12]2[C:14]([B:28]3[O:32][C:31]([CH3:34])([CH3:33])[C:30]([CH3:36])([CH3:35])[O:29]3)=[CH:15][N:16]([S:17]([C:20]3[CH:26]=[CH:25][C:23]([CH3:24])=[CH:22][CH:21]=3)(=[O:19])=[O:18])[C:11]2=[CH:10][CH:9]=1. (4) Given the reactants [C:1]([C@H:4]([N:9]([CH2:20][C:21]1[CH:29]=[CH:28][C:24]([C:25]([OH:27])=O)=[CH:23][CH:22]=1)[S:10]([C:13]1[CH:18]=[CH:17][C:16]([Cl:19])=[CH:15][CH:14]=1)(=[O:12])=[O:11])[CH2:5][CH:6]([CH3:8])[CH3:7])(=[O:3])[NH2:2].[NH:30]1[CH2:35][CH2:34][O:33][CH2:32][CH2:31]1.ON1C2C=CC=CC=2N=N1.Cl.CN(C)CCCN=C=NCC.CCN(C(C)C)C(C)C.C(O)(=O)CC(CC(O)=O)(C(O)=O)O, predict the reaction product. The product is: [Cl:19][C:16]1[CH:17]=[CH:18][C:13]([S:10]([N:9]([C@H:4]([CH2:5][CH:6]([CH3:7])[CH3:8])[C:1]([NH2:2])=[O:3])[CH2:20][C:21]2[CH:29]=[CH:28][C:24]([C:25]([N:30]3[CH2:35][CH2:34][O:33][CH2:32][CH2:31]3)=[O:27])=[CH:23][CH:22]=2)(=[O:12])=[O:11])=[CH:14][CH:15]=1. (5) Given the reactants [C:1]([O:5][N:6]=[C:7]1[C:16]2[C:11](=[CH:12][CH:13]=[CH:14][CH:15]=2)[O:10][C:9]([C:17]2[N:18]=[CH:19][C:20]3[C:25]([CH:26]=2)=[C:24]([OH:27])[CH:23]=[CH:22][CH:21]=3)=[CH:8]1)([CH3:4])([CH3:3])[CH3:2].[H-].[Na+].I[CH3:31], predict the reaction product. The product is: [C:1]([O:5][N:6]=[C:7]1[C:16]2[C:11](=[CH:12][CH:13]=[CH:14][CH:15]=2)[O:10][C:9]([C:17]2[N:18]=[CH:19][C:20]3[C:25]([CH:26]=2)=[C:24]([O:27][CH3:31])[CH:23]=[CH:22][CH:21]=3)=[CH:8]1)([CH3:4])([CH3:2])[CH3:3]. (6) Given the reactants [CH3:1][C:2]1[O:6][C:5]([CH:7]=O)=[CH:4][CH:3]=1.[NH2:9][C:10]1[CH:15]=[CH:14][CH:13]=[CH:12][C:11]=1[N:16]1[C:24]([C:25]2[CH:30]=[CH:29][CH:28]=[CH:27][CH:26]=2)=[C:23]2[C:18]([N:19]([CH3:34])[C:20](=[O:33])[N:21]([CH3:32])[C:22]2=[O:31])=[CH:17]1, predict the reaction product. The product is: [CH3:1][C:2]1[O:6][C:5]([CH:7]2[NH:9][C:10]3[C:11](=[CH:12][CH:13]=[CH:14][CH:15]=3)[N:16]3[C:17]2=[C:18]2[N:19]([CH3:34])[C:20](=[O:33])[N:21]([CH3:32])[C:22](=[O:31])[C:23]2=[C:24]3[C:25]2[CH:30]=[CH:29][CH:28]=[CH:27][CH:26]=2)=[CH:4][CH:3]=1.